Dataset: Catalyst prediction with 721,799 reactions and 888 catalyst types from USPTO. Task: Predict which catalyst facilitates the given reaction. Reactant: [H-].[Al+3].[Li+].[H-].[H-].[H-].[CH3:7][N:8]([C:21]1[CH:22]=[CH:23][CH:24]=[C:25]2[C:29]=1[NH:28][C:27]([C:30]1[S:31][CH:32]=[CH:33][N:34]=1)=[CH:26]2)[S:9]([C:12]1[CH:16]=[CH:15][S:14][C:13]=1[C:17](OC)=[O:18])(=[O:11])=[O:10].O.[OH-].[Na+]. Product: [OH:18][CH2:17][C:13]1[S:14][CH:15]=[CH:16][C:12]=1[S:9]([N:8]([CH3:7])[C:21]1[CH:22]=[CH:23][CH:24]=[C:25]2[C:29]=1[NH:28][C:27]([C:30]1[S:31][CH:32]=[CH:33][N:34]=1)=[CH:26]2)(=[O:11])=[O:10]. The catalyst class is: 7.